Dataset: Forward reaction prediction with 1.9M reactions from USPTO patents (1976-2016). Task: Predict the product of the given reaction. (1) Given the reactants [CH2:1]([O:8][C:9]1[CH:17]=[C:16]2[C:12]([CH:13]=[CH:14][NH:15]2)=[CH:11][CH:10]=1)[C:2]1[CH:7]=[CH:6][CH:5]=[CH:4][CH:3]=1.[CH2:18]1[O:21][C@H:19]1[CH3:20], predict the reaction product. The product is: [OH:21][C@@H:19]([CH3:20])[CH2:18][N:15]1[C:16]2[C:12](=[CH:11][CH:10]=[C:9]([O:8][CH2:1][C:2]3[CH:3]=[CH:4][CH:5]=[CH:6][CH:7]=3)[CH:17]=2)[CH:13]=[CH:14]1. (2) The product is: [CH:1]1([CH2:6][CH:7]([C:11]2[CH:16]=[CH:15][C:14]([C:17]#[C:18][CH2:19][CH:20]([OH:22])[CH3:21])=[CH:13][CH:12]=2)[C:8]([NH:57][C:58]2[S:59][CH:60]=[CH:61][N:62]=2)=[O:10])[CH2:2][CH2:3][CH2:4][CH2:5]1. Given the reactants [CH:1]1([CH2:6][CH:7]([C:11]2[CH:16]=[CH:15][C:14]([C:17]#[C:18][CH2:19][CH:20]([OH:22])[CH3:21])=[CH:13][CH:12]=2)[C:8]([OH:10])=O)[CH2:5][CH2:4][CH2:3][CH2:2]1.F[P-](F)(F)(F)(F)F.N1(O[P+](N(C)C)(N(C)C)N(C)C)C2C=CC=CC=2N=N1.C(N(CC)CC)C.[NH2:57][C:58]1[S:59][CH:60]=[CH:61][N:62]=1, predict the reaction product.